Task: Predict the reactants needed to synthesize the given product.. Dataset: Full USPTO retrosynthesis dataset with 1.9M reactions from patents (1976-2016) Given the product [CH2:1]([C:3]1[CH:8]=[CH:7][C:6]([C:10]([OH:12])=[O:11])=[C:5]([OH:9])[CH:4]=1)[CH3:2], predict the reactants needed to synthesize it. The reactants are: [CH2:1]([C:3]1[CH:4]=[C:5]([OH:9])[CH:6]=[CH:7][CH:8]=1)[CH3:2].[C:10](=O)([O-:12])[O-:11].[K+].[K+].Cl.